Dataset: Catalyst prediction with 721,799 reactions and 888 catalyst types from USPTO. Task: Predict which catalyst facilitates the given reaction. (1) Reactant: CC(OC([NH:8][CH2:9][CH:10]1[CH2:15][CH2:14][CH:13]([OH:16])[CH2:12][CH2:11]1)=O)(C)C.[F:17][C:18]([F:23])([F:22])[C:19]([OH:21])=[O:20]. Product: [NH2:8][CH2:9][C@H:10]1[CH2:15][CH2:14][C@H:13]([OH:16])[CH2:12][CH2:11]1.[F:17][C:18]([F:23])([F:22])[C:19]([OH:21])=[O:20]. The catalyst class is: 4. (2) Reactant: [CH:1]1([NH:7][CH2:8][CH2:9][OH:10])[CH2:6][CH2:5][CH2:4][CH2:3][CH2:2]1.O1CCC[CH2:12]1.IC.C(N(CC)CC)C. Product: [CH:1]1([N:7]([CH3:12])[CH2:8][CH2:9][OH:10])[CH2:6][CH2:5][CH2:4][CH2:3][CH2:2]1. The catalyst class is: 84. (3) Product: [NH:42]1[CH:41]=[C:40]([C:2]2[N:7]=[CH:6][C:5]3[CH:8]=[N:9][N:10]([C:11]4[N:16]=[C:15]([N:17]5[CH2:23][CH:22]([OH:24])[CH2:21][N:20]([C:25]([O:27][C:28]([CH3:31])([CH3:30])[CH3:29])=[O:26])[CH2:19][CH2:18]5)[CH:14]=[CH:13][CH:12]=4)[C:4]=3[CH:3]=2)[CH:44]=[N:43]1. Reactant: Cl[C:2]1[N:7]=[CH:6][C:5]2[CH:8]=[N:9][N:10]([C:11]3[N:16]=[C:15]([N:17]4[CH2:23][CH:22]([OH:24])[CH2:21][N:20]([C:25]([O:27][C:28]([CH3:31])([CH3:30])[CH3:29])=[O:26])[CH2:19][CH2:18]4)[CH:14]=[CH:13][CH:12]=3)[C:4]=2[CH:3]=1.CC1(C)C(C)(C)OB([C:40]2[CH:41]=[N:42][NH:43][CH:44]=2)O1.C([O-])([O-])=O.[Na+].[Na+]. The catalyst class is: 75. (4) Reactant: [CH3:1][O:2][C:3](=[O:22])[C:4]1[CH:9]=[CH:8][CH:7]=[C:6]([S:10][C:11]2[C:19]3[C:14](=[CH:15][C:16]([Cl:20])=[CH:17][CH:18]=3)[NH:13][C:12]=2[CH3:21])[CH:5]=1.C(=O)([O-])[O-].[K+].[K+].Br[C:30]1[CH:35]=[CH:34][C:33]([C:36]2[CH:41]=[CH:40][CH:39]=[CH:38][CH:37]=2)=[CH:32][CH:31]=1. Product: [CH3:1][O:2][C:3](=[O:22])[C:4]1[CH:9]=[CH:8][CH:7]=[C:6]([S:10][C:11]2[C:19]3[C:14](=[CH:15][C:16]([Cl:20])=[CH:17][CH:18]=3)[N:13]([C:39]3[CH:40]=[CH:41][C:36]([C:33]4[CH:34]=[CH:35][CH:30]=[CH:31][CH:32]=4)=[CH:37][CH:38]=3)[C:12]=2[CH3:21])[CH:5]=1. The catalyst class is: 3.